This data is from Forward reaction prediction with 1.9M reactions from USPTO patents (1976-2016). The task is: Predict the product of the given reaction. (1) Given the reactants [CH3:1][O:2][C:3]1[CH:8]=[CH:7][C:6]([C:9]2[NH:32][C:12]3=[CH:13][C:14]4[C:15]([CH3:31])([CH3:30])[C:16](=[O:29])[N:17]([CH2:20][C:21](=[O:28])[C:22]5[CH:27]=[CH:26][CH:25]=[CH:24][CH:23]=5)[C:18]=4[CH:19]=[C:11]3[N:10]=2)=[CH:5][CH:4]=1.FC(F)(F)C(O)=O, predict the reaction product. The product is: [OH:28][CH:21]([C:22]1[CH:23]=[CH:24][CH:25]=[CH:26][CH:27]=1)[CH2:20][N:17]1[C:18]2[CH:19]=[C:11]3[N:10]=[C:9]([C:6]4[CH:7]=[CH:8][C:3]([O:2][CH3:1])=[CH:4][CH:5]=4)[NH:32][C:12]3=[CH:13][C:14]=2[C:15]([CH3:31])([CH3:30])[C:16]1=[O:29]. (2) Given the reactants [CH:1]([C:3]1[CH:10]=[CH:9][C:6]([C:7]#[N:8])=[CH:5][CH:4]=1)=[O:2].[N+:11]([CH2:13]S(C1C=CC(C)=CC=1)(=O)=O)#[C-:12].C(=O)([O-])[O-].[K+].[K+], predict the reaction product. The product is: [O:2]1[C:1]([C:3]2[CH:10]=[CH:9][C:6]([C:7]#[N:8])=[CH:5][CH:4]=2)=[CH:13][N:11]=[CH:12]1. (3) The product is: [I:1][C:2]1[CH:6]=[CH:5][N:4]([C:12]2[CH:11]=[N:10][C:9]([C:8]([F:19])([F:18])[F:7])=[N:14][CH:13]=2)[N:3]=1. Given the reactants [I:1][C:2]1[CH:6]=[CH:5][NH:4][N:3]=1.[F:7][C:8]([F:19])([F:18])[C:9]1[N:14]=[C:13](B(O)O)[CH:12]=[CH:11][N:10]=1.C(=O)([O-])[O-].[Cs+].[Cs+], predict the reaction product. (4) Given the reactants [CH2:1]([O:3][C:4](=[O:25])[CH2:5][C:6]1[CH:11]=[CH:10][C:9]([N+:12]([O-])=O)=[C:8]([O:15][C:16]2[CH:21]=[C:20]([Cl:22])[CH:19]=[C:18]([Br:23])[CH:17]=2)[C:7]=1[F:24])[CH3:2].[NH4+].[Cl-], predict the reaction product. The product is: [CH2:1]([O:3][C:4](=[O:25])[CH2:5][C:6]1[CH:11]=[CH:10][C:9]([NH2:12])=[C:8]([O:15][C:16]2[CH:21]=[C:20]([Cl:22])[CH:19]=[C:18]([Br:23])[CH:17]=2)[C:7]=1[F:24])[CH3:2]. (5) Given the reactants [CH3:1][N:2]([CH2:10][CH2:11][O:12][CH2:13][CH2:14][NH:15][C:16]1[C:25]2[C:20](=[CH:21][CH:22]=[CH:23][CH:24]=2)[N:19]=[CH:18][C:17]=1[N+:26]([O-])=O)[C:3](=[O:9])[O:4][C:5]([CH3:8])([CH3:7])[CH3:6], predict the reaction product. The product is: [NH2:26][C:17]1[CH:18]=[N:19][C:20]2[C:25]([C:16]=1[NH:15][CH2:14][CH2:13][O:12][CH2:11][CH2:10][N:2]([CH3:1])[C:3](=[O:9])[O:4][C:5]([CH3:6])([CH3:7])[CH3:8])=[CH:24][CH:23]=[CH:22][CH:21]=2. (6) The product is: [Cl:1][C:2]1[CH:3]=[CH:4][C:5]([CH:8]2[C:9]3[C:10](=[N:11][N:12]([CH2:15][C:16]4[CH:17]=[CH:18][C:19]([O:22][CH3:23])=[CH:20][CH:21]=4)[C:13]=3[CH3:14])[C:24](=[O:26])[N:27]2[C:28]2[CH:33]=[CH:32][C:31](=[O:34])[N:30]([CH3:35])[CH:29]=2)=[CH:6][CH:7]=1. Given the reactants [Cl:1][C:2]1[CH:7]=[CH:6][C:5]([CH:8]([NH:27][C:28]2[CH:33]=[CH:32][C:31](=[O:34])[N:30]([CH3:35])[CH:29]=2)[C:9]2[C:10]([C:24]([OH:26])=O)=[N:11][N:12]([CH2:15][C:16]3[CH:21]=[CH:20][C:19]([O:22][CH3:23])=[CH:18][CH:17]=3)[C:13]=2[CH3:14])=[CH:4][CH:3]=1.ClC(N(C)C)=C(C)C, predict the reaction product. (7) Given the reactants [CH:1]([C:3]1[CH:4]=[N:5][CH:6]=[CH:7][C:8]=1[C:9]1[CH:10]=[C:11]([CH:14]=[CH:15][CH:16]=1)[C:12]#[N:13])=[O:2].[O:17]([C:19]1[CH:24]=[CH:23][C:22]([O:25][CH3:26])=[CH:21][C:20]=1[Mg]Br)[CH3:18], predict the reaction product. The product is: [OH:2][CH:1]([C:23]1[CH:24]=[C:19]([O:17][CH3:18])[CH:20]=[CH:21][C:22]=1[O:25][CH3:26])[C:3]1[CH:4]=[N:5][CH:6]=[CH:7][C:8]=1[C:9]1[CH:10]=[C:11]([CH:14]=[CH:15][CH:16]=1)[C:12]#[N:13].